Dataset: Full USPTO retrosynthesis dataset with 1.9M reactions from patents (1976-2016). Task: Predict the reactants needed to synthesize the given product. (1) Given the product [O:7]=[C:6]1[C:5]2[C:4](=[CH:11][CH:10]=[CH:9][CH:8]=2)[C:3](=[O:12])[N:2]1[O:1][CH2:21][C:22]1[N:23]([CH2:35][CH2:36][CH2:37][NH:38][C:39](=[O:45])[O:40][C:41]([CH3:43])([CH3:42])[CH3:44])[C:24]2[C:33]3[N:32]=[CH:31][CH:30]=[CH:29][C:28]=3[N:27]=[CH:26][C:25]=2[N:34]=1, predict the reactants needed to synthesize it. The reactants are: [OH:1][N:2]1[C:6](=[O:7])[C:5]2=[CH:8][CH:9]=[CH:10][CH:11]=[C:4]2[C:3]1=[O:12].C(N(CC)CC)C.Cl[CH2:21][C:22]1[N:23]([CH2:35][CH2:36][CH2:37][NH:38][C:39](=[O:45])[O:40][C:41]([CH3:44])([CH3:43])[CH3:42])[C:24]2[C:33]3[N:32]=[CH:31][CH:30]=[CH:29][C:28]=3[N:27]=[CH:26][C:25]=2[N:34]=1. (2) Given the product [C:14]([Si:18]([O:13][C:9]1[CH:10]=[CH:11][CH:12]=[C:7]([I:6])[CH:8]=1)([CH3:20])[CH3:19])([CH3:17])([CH3:16])[CH3:15], predict the reactants needed to synthesize it. The reactants are: N1C=CN=C1.[I:6][C:7]1[CH:8]=[C:9]([OH:13])[CH:10]=[CH:11][CH:12]=1.[C:14]([Si:18](Cl)([CH3:20])[CH3:19])([CH3:17])([CH3:16])[CH3:15]. (3) Given the product [OH:10][CH2:9][CH2:8][CH2:7][C:1]1[CH:6]=[CH:5][C:4]2[C:16]([CH3:18])([CH3:17])[CH2:15][CH2:14][C:12]([CH3:20])([CH3:13])[C:3]=2[CH:2]=1, predict the reactants needed to synthesize it. The reactants are: [C:1]1([CH2:7][CH2:8][CH2:9][OH:10])[CH:6]=[CH:5][CH:4]=[CH:3][CH:2]=1.Cl[C:12]([CH3:20])([CH2:14][CH2:15][C:16](Cl)([CH3:18])[CH3:17])[CH3:13].[Cl-].[Al+3].[Cl-].[Cl-].Cl.